From a dataset of Forward reaction prediction with 1.9M reactions from USPTO patents (1976-2016). Predict the product of the given reaction. (1) Given the reactants OO.[Br:3][C:4]1[CH:5]=[N:6][C:7]2[C:12]([CH:13]=1)=[CH:11][CH:10]=[CH:9][CH:8]=2.S([O-])([O-])=[O:15].[Na+].[Na+].C(=O)([O-])[O-].[K+].[K+], predict the reaction product. The product is: [Br:3][C:4]1[C:5](=[O:15])[NH:6][C:7]2[C:12]([CH:13]=1)=[CH:11][CH:10]=[CH:9][CH:8]=2. (2) Given the reactants B.C1COCC1.C(OC([NH:14][N:15]=[C:16]1[CH2:21][CH2:20][N:19]([C:22]([CH3:25])([CH3:24])[CH3:23])[CH2:18][CH2:17]1)=O)(C)(C)C, predict the reaction product. The product is: [C:22]([N:19]1[CH2:18][CH2:17][CH:16]([NH:15][NH2:14])[CH2:21][CH2:20]1)([CH3:25])([CH3:23])[CH3:24]. (3) Given the reactants [Cl:1][C:2]1[N:7]=[CH:6][C:5]([C:8](=[CH:16]N(C)C)[C:9]([C:11]2[O:12][CH:13]=[CH:14][CH:15]=2)=O)=[CH:4][CH:3]=1.Cl.[NH2:21][C:22]([NH2:24])=[NH:23].C(=O)([O-])[O-].[K+].[K+], predict the reaction product. The product is: [Cl:1][C:2]1[N:7]=[CH:6][C:5]([C:8]2[C:9]([C:11]3[O:12][CH:13]=[CH:14][CH:15]=3)=[N:23][C:22]([NH2:24])=[N:21][CH:16]=2)=[CH:4][CH:3]=1. (4) Given the reactants Br[C:2]1[CH:23]=[CH:22][C:5]2[C:6]3[N:7]([CH:11]=[C:12]([C:14]4[N:18]([CH:19]([CH3:21])[CH3:20])[N:17]=[CH:16][N:15]=4)[N:13]=3)[CH2:8][CH2:9][O:10][C:4]=2[CH:3]=1.[Si:24]([O:31][C:32]([CH3:45])([CH3:44])[CH2:33][N:34]1[CH:38]=[C:37]([Sn](C)(C)C)[N:36]=[C:35]1[CH3:43])([C:27]([CH3:30])([CH3:29])[CH3:28])([CH3:26])[CH3:25], predict the reaction product. The product is: [Si:24]([O:31][C:32]([CH3:45])([CH3:44])[CH2:33][N:34]1[CH:38]=[C:37]([C:2]2[CH:23]=[CH:22][C:5]3[C:6]4[N:7]([CH:11]=[C:12]([C:14]5[N:18]([CH:19]([CH3:21])[CH3:20])[N:17]=[CH:16][N:15]=5)[N:13]=4)[CH2:8][CH2:9][O:10][C:4]=3[CH:3]=2)[N:36]=[C:35]1[CH3:43])([C:27]([CH3:30])([CH3:29])[CH3:28])([CH3:26])[CH3:25]. (5) Given the reactants [CH3:1][C:2]1[CH:14]=[C:13]([N+:15]([O-:17])=[O:16])[C:12]([CH3:18])=[CH:11][C:3]=1[O:4][C:5]1[CH:6]=[N:7][CH:8]=[N:9][CH:10]=1.[NH:19]1[CH2:23][CH2:22][CH2:21][CH2:20]1.[CH3:24]N(C(OC)OC)C, predict the reaction product. The product is: [CH3:1][C:2]1[CH:14]=[C:13]([N+:15]([O-:17])=[O:16])[C:12](/[CH:18]=[CH:24]/[N:19]2[CH2:23][CH2:22][CH2:21][CH2:20]2)=[CH:11][C:3]=1[O:4][C:5]1[CH:6]=[N:7][CH:8]=[N:9][CH:10]=1. (6) Given the reactants [CH3:1][O:2][C:3]1[CH:4]=[C:5]2[C:9](=[CH:10][C:11]=1[O:12][CH3:13])[N:8]([CH2:14][C:15]([OH:17])=O)[CH:7]=[C:6]2[C:18]1[NH:26][C:21]2=[N:22][CH:23]=[CH:24][CH:25]=[C:20]2[CH:19]=1.[CH3:27][N:28]1[CH2:33][CH2:32][NH:31][CH2:30][C:29]1=[O:34], predict the reaction product. The product is: [CH3:1][O:2][C:3]1[CH:4]=[C:5]2[C:9](=[CH:10][C:11]=1[O:12][CH3:13])[N:8]([CH2:14][C:15]([N:31]1[CH2:32][CH2:33][N:28]([CH3:27])[C:29](=[O:34])[CH2:30]1)=[O:17])[CH:7]=[C:6]2[C:18]1[NH:26][C:21]2=[N:22][CH:23]=[CH:24][CH:25]=[C:20]2[CH:19]=1.